Dataset: CYP2C9 inhibition data for predicting drug metabolism from PubChem BioAssay. Task: Regression/Classification. Given a drug SMILES string, predict its absorption, distribution, metabolism, or excretion properties. Task type varies by dataset: regression for continuous measurements (e.g., permeability, clearance, half-life) or binary classification for categorical outcomes (e.g., BBB penetration, CYP inhibition). Dataset: cyp2c9_veith. (1) The molecule is O=C(c1cc(C(F)(F)F)cc(C(F)(F)F)c1)N1CCC[C@@]2(CCN(c3ccncc3)C2)C1. The result is 0 (non-inhibitor). (2) The drug is COCCn1c(=O)c(-c2ccc(Cl)cc2)nc2cnc(OCc3ccccc3)nc21. The result is 0 (non-inhibitor). (3) The molecule is CC(C)=NO[C@@H](C)c1cn([C@@H]2COC[C@@H]2O)nn1. The result is 0 (non-inhibitor). (4) The drug is FC(F)(F)c1cc(CN2CC3(CCNCC3)C2)cc(C(F)(F)F)c1. The result is 0 (non-inhibitor). (5) The compound is Fc1ccc(-c2csc(N3CCC(c4ccccc4)C3)n2)cc1. The result is 1 (inhibitor).